This data is from Peptide-MHC class I binding affinity with 185,985 pairs from IEDB/IMGT. The task is: Regression. Given a peptide amino acid sequence and an MHC pseudo amino acid sequence, predict their binding affinity value. This is MHC class I binding data. (1) The peptide sequence is ETIEDYLGY. The MHC is HLA-B15:17 with pseudo-sequence HLA-B15:17. The binding affinity (normalized) is 0.947. (2) The peptide sequence is KVIQPRVEK. The MHC is HLA-A02:02 with pseudo-sequence HLA-A02:02. The binding affinity (normalized) is 0.156. (3) The peptide sequence is GFKNGSRHSH. The MHC is HLA-A03:01 with pseudo-sequence HLA-A03:01. The binding affinity (normalized) is 0.115. (4) The peptide sequence is RRAAVSTLE. The MHC is HLA-A02:19 with pseudo-sequence HLA-A02:19. The binding affinity (normalized) is 0.0847.